From a dataset of Catalyst prediction with 721,799 reactions and 888 catalyst types from USPTO. Predict which catalyst facilitates the given reaction. (1) Reactant: [CH3:1][N:2]1[CH2:7][CH2:6][O:5][C@H:4]([CH2:8][OH:9])[CH2:3]1.[H-].[Na+].[C:12]1([N:18]2[CH2:23][CH2:22][N:21]([C:24](OC3C=CC([N+]([O-])=O)=CC=3)=[O:25])[CH2:20][CH2:19]2)[CH:17]=[CH:16][CH:15]=[CH:14][CH:13]=1. Product: [C:12]1([N:18]2[CH2:19][CH2:20][N:21]([C:24]([O:9][CH2:8][C@H:4]3[O:5][CH2:6][CH2:7][N:2]([CH3:1])[CH2:3]3)=[O:25])[CH2:22][CH2:23]2)[CH:13]=[CH:14][CH:15]=[CH:16][CH:17]=1. The catalyst class is: 1. (2) Reactant: [Cl:1][C:2]1[CH:14]=[CH:13][C:12]([O:15][C:16]2[CH:21]=[CH:20][C:19]([CH2:22][N:23]([CH2:34][C:35]3[CH:40]=[CH:39][CH:38]=[CH:37][C:36]=3[F:41])[C:24]3[CH:29]=[CH:28][CH:27]=[C:26]([N+:30]([O-])=O)[C:25]=3[CH3:33])=[CH:18][CH:17]=2)=[CH:11][C:3]=1[O:4][CH2:5][C:6]([O:8][CH2:9][CH3:10])=[O:7].[NH4+].[Cl-]. Product: [NH2:30][C:26]1[C:25]([CH3:33])=[C:24]([N:23]([CH2:22][C:19]2[CH:20]=[CH:21][C:16]([O:15][C:12]3[CH:13]=[CH:14][C:2]([Cl:1])=[C:3]([CH:11]=3)[O:4][CH2:5][C:6]([O:8][CH2:9][CH3:10])=[O:7])=[CH:17][CH:18]=2)[CH2:34][C:35]2[CH:40]=[CH:39][CH:38]=[CH:37][C:36]=2[F:41])[CH:29]=[CH:28][CH:27]=1. The catalyst class is: 190.